Predict hERG channel inhibition at various concentrations. From a dataset of hERG Central: cardiac toxicity at 1µM, 10µM, and general inhibition. (1) The molecule is Cc1ccc(C)c(S(=O)(=O)N2CCCC2CNC(=O)C(=O)NCc2ccco2)c1. Results: hERG_inhib (hERG inhibition (general)): blocker. (2) The drug is Cc1ccc2nc(NC(=O)CSc3nc(=O)n(CCN(C)C)c4c3CCCC4)sc2c1. Results: hERG_inhib (hERG inhibition (general)): blocker. (3) The drug is CC1CCCCN1Cc1c(O)ccc2c(=O)c(-c3ccc(Cl)cc3Cl)coc12. Results: hERG_inhib (hERG inhibition (general)): blocker. (4) The molecule is C=CCNC(=O)c1ccccc1NC(=O)C1CC(=O)N(c2ccc(Cl)cc2)C1. Results: hERG_inhib (hERG inhibition (general)): blocker. (5) The compound is COc1ccc(CC(O)CC2c3c(cc4c(c3OC)OCO4)CCN2C)cc1.Cl. Results: hERG_inhib (hERG inhibition (general)): blocker. (6) The compound is CCOc1ccc(CN2CCN(Cc3cn(CC)nc3C)CC2CCO)cc1. Results: hERG_inhib (hERG inhibition (general)): blocker. (7) The molecule is O=C(Nc1cc(C(=O)N2CCN(c3ccccc3O)CC2)ccc1Cl)c1cccs1. Results: hERG_inhib (hERG inhibition (general)): blocker. (8) The molecule is CCOc1cc(-c2sc(Nc3cc(C)ccc3OC)n[n+]2-c2ccccc2)ccc1OC.[Cl-]. Results: hERG_inhib (hERG inhibition (general)): blocker.